From a dataset of Reaction yield outcomes from USPTO patents with 853,638 reactions. Predict the reaction yield, written as a fraction of the theoretical maximum amount of product (1.0 means a 100% yield; for example, 0.34 means a 34% yield). (1) The reactants are [Li+].CC([N-]C(C)C)C.[C:9]([O:13][CH3:14])(=[O:12])[CH2:10][CH3:11].[CH2:15]([O:22][C:23]1[CH:30]=[CH:29][C:26]([CH:27]=[O:28])=[CH:25][CH:24]=1)[C:16]1[CH:21]=[CH:20][CH:19]=[CH:18][CH:17]=1. The catalyst is C1COCC1. The product is [CH3:14][O:13][C:9](=[O:12])[CH:10]([CH3:11])[CH:27]([C:26]1[CH:25]=[CH:24][C:23]([O:22][CH2:15][C:16]2[CH:17]=[CH:18][CH:19]=[CH:20][CH:21]=2)=[CH:30][CH:29]=1)[OH:28]. The yield is 0.160. (2) The reactants are C(N(CC)CC)C.Br.[OH:9][C:10]1[CH:15]=[CH:14][C:13]([CH2:16][CH2:17][CH2:18][NH2:19])=[CH:12][CH:11]=1.I.[NH2:21][C:22]1[C:23]([C:30]([NH:32][C:33](=[NH:36])SC)=[O:31])=[N:24][C:25]([Cl:29])=[C:26]([NH2:28])[N:27]=1.C(OCC)(=O)C. The catalyst is C1COCC1.CO. The product is [ClH:29].[OH:9][C:10]1[CH:11]=[CH:12][C:13]([CH2:16][CH2:17][CH2:18][NH:19][C:33]([NH:32][C:30]([C:23]2[C:22]([NH2:21])=[N:27][C:26]([NH2:28])=[C:25]([Cl:29])[N:24]=2)=[O:31])=[NH:36])=[CH:14][CH:15]=1. The yield is 0.310. (3) The reactants are [CH:1]1[C:10]2[C:5](=[CH:6][CH:7]=[CH:8][CH:9]=2)[CH:4]=[CH:3][C:2]=1[O:11][C:12]1[CH:20]=[CH:19][C:15]([C:16]([OH:18])=O)=[CH:14][CH:13]=1.C(Cl)(=O)C(Cl)=O.[C:27](#[N:35])[C:28]1[C:29](=[CH:31][CH:32]=[CH:33][CH:34]=1)[NH2:30].C(N(CC)CC)C. The catalyst is C(Cl)Cl.CN(C=O)C.O. The product is [CH:1]1[C:10]2[C:5](=[CH:6][CH:7]=[CH:8][CH:9]=2)[CH:4]=[CH:3][C:2]=1[O:11][C:12]1[CH:13]=[CH:14][C:15]([C:16]([NH:30][C:29]2[CH:31]=[CH:32][CH:33]=[CH:34][C:28]=2[C:27]#[N:35])=[O:18])=[CH:19][CH:20]=1. The yield is 0.720. (4) The yield is 0.990. The product is [C:39]([CH:37]([CH:35]([C:34]([OH:43])=[O:42])[OH:36])[OH:38])([OH:41])=[O:40].[Cl:33][CH2:32][CH2:31][N:4]([CH2:3][CH2:2][Cl:1])[P:5]([N:24]([CH2:28][CH2:29][Cl:30])[CH2:25][CH2:26][Cl:27])(=[O:23])[O:6][CH2:7][CH2:8][S:9]([CH2:12][C:13](=[O:22])[NH:14][CH2:15][C:16]1[CH:17]=[N:18][CH:19]=[CH:20][CH:21]=1)(=[O:10])=[O:11]. The reactants are [Cl:1][CH2:2][CH2:3][N:4]([CH2:31][CH2:32][Cl:33])[P:5]([N:24]([CH2:28][CH2:29][Cl:30])[CH2:25][CH2:26][Cl:27])(=[O:23])[O:6][CH2:7][CH2:8][S:9]([CH2:12][C:13](=[O:22])[NH:14][CH2:15][C:16]1[CH:17]=[N:18][CH:19]=[CH:20][CH:21]=1)(=[O:11])=[O:10].[C:34]([OH:43])(=[O:42])[CH:35]([CH:37]([C:39]([OH:41])=[O:40])[OH:38])[OH:36].C(O)C.C(OCC)C. The catalyst is C(OCC)(=O)C. (5) The reactants are Cl[CH2:2][C:3]1[CH:4]=[C:5]([C:10]([O:12][CH3:13])=[O:11])[S:6][C:7]=1[CH2:8]Cl.[N+:14]([C:17]1[CH:22]=[CH:21][CH:20]=[CH:19][C:18]=1[S:23]([NH2:26])(=[O:25])=[O:24])([O-:16])=[O:15].C(=O)([O-])[O-].[K+].[K+].O. The catalyst is CC(C)=O. The product is [N+:14]([C:17]1[CH:22]=[CH:21][CH:20]=[CH:19][C:18]=1[S:23]([N:26]1[CH2:2][C:3]2[CH:4]=[C:5]([C:10]([O:12][CH3:13])=[O:11])[S:6][C:7]=2[CH2:8]1)(=[O:24])=[O:25])([O-:16])=[O:15]. The yield is 0.530. (6) The reactants are [CH2:1]=[C:2]1[CH:7]2[CH2:8][CH:4]([CH2:5][CH2:6]2)[C:3]1=[O:9].O1CC[CH2:12][CH2:11]1. The catalyst is O. The product is [C:11]([C:3]1([OH:9])[C:2](=[CH2:1])[CH:7]2[CH2:8][CH:4]1[CH2:5][CH2:6]2)#[CH:12]. The yield is 0.400. (7) The reactants are [CH3:1][C:2]1[C:10]([CH3:12])([CH3:11])[C:9]2[C:4](=[CH:5][CH:6]=[CH:7][CH:8]=2)[N:3]=1.[Cl-:13].[Br:14][CH2:15][CH2:16][CH2:17][N+:18]([CH2:23][CH3:24])([CH2:21][CH3:22])[CH2:19][CH3:20]. The yield is 0.360. No catalyst specified. The product is [Cl-:13].[Br-:14].[CH3:1][C:2]1[C:10]([CH3:12])([CH3:11])[C:9]2[C:4](=[CH:5][CH:6]=[CH:7][CH:8]=2)[N+:3]=1[CH2:15][CH2:16][CH2:17][N+:18]([CH2:23][CH3:24])([CH2:21][CH3:22])[CH2:19][CH3:20]. (8) The reactants are [N:1]1[C:10]2[CH:9]([NH2:11])[CH2:8][CH2:7][CH2:6][C:5]=2[CH:4]=[CH:3][CH:2]=1.[CH:12]([C:14]1[CH:19]=[CH:18][C:17]([NH:20][S:21]([C:24]2[CH:29]=[CH:28][CH:27]=[CH:26][N:25]=2)(=[O:23])=[O:22])=[CH:16][CH:15]=1)=O.[BH-](OC(C)=O)(OC(C)=O)OC(C)=O.[Na+]. No catalyst specified. The product is [N:1]1[C:10]2[CH:9]([NH:11][CH2:12][C:14]3[CH:15]=[CH:16][C:17]([NH:20][S:21]([C:24]4[CH:29]=[CH:28][CH:27]=[CH:26][N:25]=4)(=[O:23])=[O:22])=[CH:18][CH:19]=3)[CH2:8][CH2:7][CH2:6][C:5]=2[CH:4]=[CH:3][CH:2]=1. The yield is 0.670.